Task: Predict the product of the given reaction.. Dataset: Forward reaction prediction with 1.9M reactions from USPTO patents (1976-2016) (1) The product is: [CH2:1]([N:8]1[CH2:13][CH2:12][CH:11]([N:14]([C:15]2[CH:24]=[CH:23][C:22]3[C:17](=[CH:18][CH:19]=[C:20]([O:25][CH3:26])[CH:21]=3)[CH:16]=2)[C:27](=[O:30])[CH2:28][CH3:29])[CH2:10][CH2:9]1)[C:2]1[CH:7]=[CH:6][CH:5]=[CH:4][CH:3]=1. Given the reactants [CH2:1]([N:8]1[CH2:13][CH2:12][CH:11]([NH:14][C:15]2[CH:24]=[CH:23][C:22]3[C:17](=[CH:18][CH:19]=[C:20]([O:25][CH3:26])[CH:21]=3)[CH:16]=2)[CH2:10][CH2:9]1)[C:2]1[CH:7]=[CH:6][CH:5]=[CH:4][CH:3]=1.[C:27](O[C:27](=[O:30])[CH2:28][CH3:29])(=[O:30])[CH2:28][CH3:29], predict the reaction product. (2) Given the reactants Cl.[NH2:2][C@@H:3]([CH:31]1[CH2:36][CH2:35][CH2:34][CH2:33][CH2:32]1)[C:4]([N:6]1[CH2:14][C@H:13]([O:15][CH2:16][C:17]2[CH:18]=[C:19]([C:23]3[CH:28]=[CH:27][CH:26]=[C:25]([CH:29]=[CH2:30])[CH:24]=3)[CH:20]=[CH:21][CH:22]=2)[CH2:12][C@H:7]1[C:8]([O:10][CH3:11])=[O:9])=[O:5], predict the reaction product. The product is: [CH:31]1([C@H:3]([NH:2][CH2:20][CH2:19][CH2:18][CH2:17][CH:22]=[CH2:21])[C:4]([N:6]2[CH2:14][C@H:13]([O:15][CH2:16][C:17]3[CH:18]=[C:19]([C:23]4[CH:28]=[CH:27][CH:26]=[C:25]([CH:29]=[CH2:30])[CH:24]=4)[CH:20]=[CH:21][CH:22]=3)[CH2:12][C@H:7]2[C:8]([O:10][CH3:11])=[O:9])=[O:5])[CH2:32][CH2:33][CH2:34][CH2:35][CH2:36]1. (3) The product is: [Cl:18][C:19]1[CH:20]=[C:21]([CH:22]=[CH:23][CH:24]=1)[O:25][C:2]1[C:11]2[C:6](=[CH:7][CH:8]=[CH:9][CH:10]=2)[CH:5]=[C:4]([NH:12][C:13]2[CH:17]=[CH:16][NH:15][N:14]=2)[N:3]=1. Given the reactants Cl[C:2]1[C:11]2[C:6](=[CH:7][CH:8]=[CH:9][CH:10]=2)[CH:5]=[C:4]([NH:12][C:13]2[CH:17]=[CH:16][NH:15][N:14]=2)[N:3]=1.[Cl:18][C:19]1[CH:20]=[C:21]([OH:25])[CH:22]=[CH:23][CH:24]=1, predict the reaction product.